From a dataset of Catalyst prediction with 721,799 reactions and 888 catalyst types from USPTO. Predict which catalyst facilitates the given reaction. (1) Reactant: [CH3:1][C:2]1[CH2:7][CH2:6][CH2:5][C:4]([CH3:9])([CH3:8])[C:3]=1/[CH:10]=[CH:11]/[C:12]1[CH:13]=[C:14]([CH2:18][CH2:19][CH2:20][NH2:21])[CH:15]=[CH:16][CH:17]=1.[C:22]([OH:27])(=[O:26])[C:23]([OH:25])=[O:24]. Product: [C:22]([OH:27])(=[O:26])[C:23]([OH:25])=[O:24].[CH3:1][C:2]1[CH2:7][CH2:6][CH2:5][C:4]([CH3:8])([CH3:9])[C:3]=1/[CH:10]=[CH:11]/[C:12]1[CH:13]=[C:14]([CH2:18][CH2:19][CH2:20][NH2:21])[CH:15]=[CH:16][CH:17]=1. The catalyst class is: 8. (2) Reactant: [F:1][C:2]1[CH:3]=[C:4]([NH:34][C:35]([C:37]2[C:42](=[O:43])[N:41]([C:44]3[CH:49]=[CH:48][C:47]([F:50])=[CH:46][CH:45]=3)[CH:40]=[CH:39][N:38]=2)=[O:36])[CH:5]=[CH:6][C:7]=1[O:8][C:9]1[CH:14]=[CH:13][N:12]=[C:11]2[N:15]([CH2:25][C:26]3[CH:31]=[CH:30][C:29]([O:32][CH3:33])=[CH:28][CH:27]=3)[N:16]=[C:17]([CH2:18][CH:19]3[CH2:24][CH2:23][NH:22][CH2:21][CH2:20]3)[C:10]=12.[CH:51](=O)[CH3:52].C(O)(=O)C.[BH-](OC(C)=O)(OC(C)=O)OC(C)=O.[Na+]. Product: [CH3:33][O:32][C:29]1[CH:28]=[CH:27][C:26]([CH2:25][N:15]2[C:11]3=[N:12][CH:13]=[CH:14][C:9]([O:8][C:7]4[CH:6]=[CH:5][C:4]([NH:34][C:35]([C:37]5[C:42](=[O:43])[N:41]([C:44]6[CH:49]=[CH:48][C:47]([F:50])=[CH:46][CH:45]=6)[CH:40]=[CH:39][N:38]=5)=[O:36])=[CH:3][C:2]=4[F:1])=[C:10]3[C:17]([CH2:18][CH:19]3[CH2:24][CH2:23][N:22]([CH2:51][CH3:52])[CH2:21][CH2:20]3)=[N:16]2)=[CH:31][CH:30]=1. The catalyst class is: 1. (3) Reactant: [I:1][C:2]1[CH:3]=[CH:4][C:5]2[NH:6][C:7]3[C:12]([C:13]=2[CH:14]=1)=[CH:11][CH:10]=[CH:9][CH:8]=3.[C:15](Cl)(=[O:17])[CH3:16].O. Product: [C:15]([N:6]1[C:5]2[CH:4]=[CH:3][C:2]([I:1])=[CH:14][C:13]=2[C:12]2[C:7]1=[CH:8][CH:9]=[CH:10][CH:11]=2)(=[O:17])[CH3:16]. The catalyst class is: 7. (4) Reactant: [C:1]([O:5][C:6](=[O:20])[NH:7][CH2:8][CH2:9][N:10]1[C:18]2[C:17](Cl)=[N:16][CH:15]=[N:14][C:13]=2[CH:12]=[CH:11]1)([CH3:4])([CH3:3])[CH3:2].[Cl:21][C:22]1[CH:23]=[C:24]([CH:26]=[CH:27][C:28]=1[O:29][C:30]1[CH:35]=[CH:34][CH:33]=[C:32]([S:36]([CH2:39][CH:40]2[CH2:42][CH2:41]2)(=[O:38])=[O:37])[CH:31]=1)[NH2:25].C(=O)(O)[O-].[Na+]. Product: [C:1]([O:5][C:6](=[O:20])[NH:7][CH2:8][CH2:9][N:10]1[C:18]2[C:17]([NH:25][C:24]3[CH:26]=[CH:27][C:28]([O:29][C:30]4[CH:35]=[CH:34][CH:33]=[C:32]([S:36]([CH2:39][CH:40]5[CH2:42][CH2:41]5)(=[O:38])=[O:37])[CH:31]=4)=[C:22]([Cl:21])[CH:23]=3)=[N:16][CH:15]=[N:14][C:13]=2[CH:12]=[CH:11]1)([CH3:4])([CH3:3])[CH3:2]. The catalyst class is: 32. (5) The catalyst class is: 8. Reactant: CC[O-].[Na+].S(O)(O)(=O)=O.[CH3:10][O:11][C:12]([NH2:14])=[NH:13].C[CH2:16][CH:17]([C:22](OCC)=[O:23])[C:18](OC)=[O:19]. Product: [CH3:10][O:11][C:12]1[N:14]=[C:18]([OH:19])[C:17]([CH3:16])=[C:22]([OH:23])[N:13]=1. (6) Reactant: [C:1]([O:5][CH2:6][CH3:7])(=[O:4])[CH:2]=[CH2:3].[CH2:8]([C:10]1[CH:16]=[CH:15][C:13]([NH2:14])=[CH:12][CH:11]=1)[CH3:9]. Product: [CH2:8]([C:10]1[CH:16]=[CH:15][C:13]([NH:14][CH2:3][CH2:2][C:1]([O:5][CH2:6][CH3:7])=[O:4])=[CH:12][CH:11]=1)[CH3:9]. The catalyst class is: 15.